From a dataset of Reaction yield outcomes from USPTO patents with 853,638 reactions. Predict the reaction yield, written as a fraction of the theoretical maximum amount of product (1.0 means a 100% yield; for example, 0.34 means a 34% yield). (1) The reactants are [CH:1]1([C:4]2[CH:9]=[CH:8][C:7]([CH2:10][C:11]([OH:13])=O)=[CH:6][CH:5]=2)[CH2:3][CH2:2]1.[CH2:14]([C@@H:21]1[CH2:25][O:24][C:23](=[O:26])[NH:22]1)[C:15]1[CH:20]=[CH:19][CH:18]=[CH:17][CH:16]=1.C(N(CC)CC)C.C(Cl)(=O)C(C)(C)C. The catalyst is C1(C)C=CC=CC=1. The product is [CH2:14]([C@@H:21]1[CH2:25][O:24][C:23](=[O:26])[N:22]1[C:11](=[O:13])[CH2:10][C:7]1[CH:6]=[CH:5][C:4]([CH:1]2[CH2:2][CH2:3]2)=[CH:9][CH:8]=1)[C:15]1[CH:16]=[CH:17][CH:18]=[CH:19][CH:20]=1. The yield is 0.640. (2) The catalyst is C(OCC)(=O)C.CCCCCC.C(O)(=O)C. The product is [Br:23][C:24]1[N:25]=[CH:26][C:27]([CH2:30][NH:1][C:2]2[CH:20]=[CH:19][CH:18]=[CH:17][C:3]=2[C:4]([NH:6][C:7]2[N:8]=[CH:9][C:10]3[C:15]([CH:16]=2)=[CH:14][CH:13]=[CH:12][CH:11]=3)=[O:5])=[CH:28][CH:29]=1. The reactants are [NH2:1][C:2]1[CH:20]=[CH:19][CH:18]=[CH:17][C:3]=1[C:4]([NH:6][C:7]1[N:8]=[CH:9][C:10]2[C:15]([CH:16]=1)=[CH:14][CH:13]=[CH:12][CH:11]=2)=[O:5].CO.[Br:23][C:24]1[CH:29]=[CH:28][C:27]([CH:30]=O)=[CH:26][N:25]=1.C([BH3-])#N.[Na+]. The yield is 0.570. (3) The reactants are Cl.CN(C)CCCN=C=NCC.[CH3:13][O:14][C:15]1[CH:23]=[CH:22][C:18]([C:19]([OH:21])=[O:20])=[CH:17][CH:16]=1.[Br:24][CH2:25][CH2:26][CH2:27]O. The catalyst is CN(C)C1C=CN=CC=1.ClCCl. The product is [CH3:13][O:14][C:15]1[CH:23]=[CH:22][C:18]([C:19]([O:21][CH2:27][CH2:26][CH2:25][Br:24])=[O:20])=[CH:17][CH:16]=1. The yield is 0.610. (4) The catalyst is [Pd].CCOC(C)=O. The product is [CH2:1]([CH:3]1[CH2:7][C:6](=[O:8])[CH2:5][CH:4]1[C:9]([O:11][CH2:12][CH3:13])=[O:10])[CH3:2]. The yield is 0.990. The reactants are [CH2:1]([C:3]1[CH:4]([C:9]([O:11][CH2:12][CH3:13])=[O:10])[CH2:5][C:6](=[O:8])[CH:7]=1)[CH3:2]. (5) The reactants are [F:1][C:2]1[C:7]([F:8])=[C:6]([NH:9][C:10]2[CH:15]=[CH:14][C:13]([I:16])=[CH:12][C:11]=2[F:17])[C:5]([NH2:18])=[CH:4][CH:3]=1.[CH:19]([S:23](Cl)(=[O:25])=[O:24])([CH2:21][CH3:22])[CH3:20]. No catalyst specified. The product is [F:8][C:7]1[C:6]([NH:9][C:10]2[CH:15]=[CH:14][C:13]([I:16])=[CH:12][C:11]=2[F:17])=[C:5]([NH:18][S:23]([CH:19]([CH2:21][CH3:22])[CH3:20])(=[O:25])=[O:24])[CH:4]=[CH:3][C:2]=1[F:1]. The yield is 0.220. (6) The reactants are [Br:1][C:2]1[CH:3]=[C:4]2[C:8](=[CH:9][CH:10]=1)[C@@H:7](O)[CH2:6][CH2:5]2.C1C=CC(OP(OC2C=CC=CC=2)([N:21]=[N+:22]=[N-:23])=O)=CC=1.N12CCCN=C1CCCCC2. The yield is 0.830. The product is [N:21]([C@H:7]1[C:8]2[C:4](=[CH:3][C:2]([Br:1])=[CH:10][CH:9]=2)[CH2:5][CH2:6]1)=[N+:22]=[N-:23]. The catalyst is C1(C)C=CC=CC=1.CCOC(C)=O. (7) The reactants are [Br:1][C:2]1[C:7]([CH3:8])=[CH:6][C:5]([OH:9])=[CH:4][C:3]=1[CH3:10].[H-].[Na+].Br[CH2:14][C:15]#[C:16][CH2:17][CH3:18].Cl. The catalyst is CN(C)C=O. The product is [Br:1][C:2]1[C:7]([CH3:8])=[CH:6][C:5]([O:9][CH2:14][C:15]#[C:16][CH2:17][CH3:18])=[CH:4][C:3]=1[CH3:10]. The yield is 0.990. (8) The reactants are Cl.[CH2:2]([O:4][C:5](=[O:13])[C@@H:6]([NH2:12])[CH2:7][CH:8]([CH3:11])[CH2:9][CH3:10])[CH3:3].C(N(CC)C(C)C)(C)C.[Cl:23][C:24]1[CH:57]=[CH:56][CH:55]=[CH:54][C:25]=1[O:26][C:27]1[CH2:31]N([C@@H](CC2CCCCC2)C(NC2C=CN(CC(O)(C)C)N=2)=O)[C:29](=[O:53])[CH:28]=1. The catalyst is C(#N)C. The product is [CH2:2]([O:4][C:5](=[O:13])[C@@H:6]([N:12]1[CH2:31][C:27]([O:26][C:25]2[CH:54]=[CH:55][CH:56]=[CH:57][C:24]=2[Cl:23])=[CH:28][C:29]1=[O:53])[CH2:7][CH:8]([CH3:11])[CH2:9][CH3:10])[CH3:3]. The yield is 0.520. (9) The yield is 1.00. The catalyst is CCOCC. The reactants are [Br:1][C:2]1[CH:3]=[N:4][CH:5]=[C:6]([C:10]=1[CH3:11])[C:7]([OH:9])=[O:8].[CH2:12](Cl)Cl.CO.C[Si](C=[N+]=[N-])(C)C. The product is [Br:1][C:2]1[CH:3]=[N:4][CH:5]=[C:6]([C:10]=1[CH3:11])[C:7]([O:9][CH3:12])=[O:8]. (10) The reactants are [C:1]([C:4]1[CH:9]=[CH:8][C:7]([S:10]([NH2:13])(=[O:12])=[O:11])=[CH:6][CH:5]=1)(=[O:3])[CH3:2].[CH:14]([C:16]1[CH:28]=[C:27]([C:29]2[S:30][CH:31]=[CH:32][CH:33]=2)[C:26]([O:34][CH3:35])=[CH:25][C:17]=1[O:18][C:19]([CH3:24])([CH3:23])[C:20]([OH:22])=[O:21])=O. No catalyst specified. The product is [CH3:35][O:34][C:26]1[C:27]([C:29]2[S:30][CH:31]=[CH:32][CH:33]=2)=[CH:28][C:16](/[CH:14]=[CH:2]/[C:1](=[O:3])[C:4]2[CH:5]=[CH:6][C:7]([S:10]([NH2:13])(=[O:11])=[O:12])=[CH:8][CH:9]=2)=[C:17]([CH:25]=1)[O:18][C:19]([CH3:24])([CH3:23])[C:20]([OH:22])=[O:21]. The yield is 0.850.